From a dataset of Full USPTO retrosynthesis dataset with 1.9M reactions from patents (1976-2016). Predict the reactants needed to synthesize the given product. Given the product [Cl:27][C:23]1[C:24]([CH3:26])=[CH:25][C:20]([O:19][CH2:18][CH2:17][CH2:16][C:7]2[C:6]3[C:10](=[C:2]([C:36]4[N:32]([CH:29]([CH3:31])[CH3:30])[N:33]=[CH:34][CH:35]=4)[CH:3]=[CH:4][CH:5]=3)[NH:9][C:8]=2[C:11]([O:13][CH2:14][CH3:15])=[O:12])=[CH:21][C:22]=1[CH3:28], predict the reactants needed to synthesize it. The reactants are: Br[C:2]1[CH:3]=[CH:4][CH:5]=[C:6]2[C:10]=1[NH:9][C:8]([C:11]([O:13][CH2:14][CH3:15])=[O:12])=[C:7]2[CH2:16][CH2:17][CH2:18][O:19][C:20]1[CH:25]=[C:24]([CH3:26])[C:23]([Cl:27])=[C:22]([CH3:28])[CH:21]=1.[CH:29]([N:32]1[C:36](B2OC(C)(C)C(C)(C)O2)=[CH:35][CH:34]=[N:33]1)([CH3:31])[CH3:30].